The task is: Predict the reactants needed to synthesize the given product.. This data is from Full USPTO retrosynthesis dataset with 1.9M reactions from patents (1976-2016). (1) The reactants are: [CH2:1]([C:8]1[S:9][C:10]2[CH:16]=[C:15](C3C=C(C4CCNCC4)N4C=3C(N)=NC=N4)[CH:14]=[CH:13][C:11]=2[N:12]=1)[C:2]1[CH:7]=[CH:6][CH:5]=[CH:4][CH:3]=1.[Br:33]C1C=CC2SC(SC)=NC=2C=1.[Br-].C([Zn+])C1C=CC=CC=1. Given the product [CH2:1]([C:8]1[S:9][C:10]2[CH:16]=[CH:15][C:14]([Br:33])=[CH:13][C:11]=2[N:12]=1)[C:2]1[CH:7]=[CH:6][CH:5]=[CH:4][CH:3]=1, predict the reactants needed to synthesize it. (2) Given the product [CH3:7][C:2](/[N:1]=[CH:8]/[C:9]1[CH:14]=[CH:13][CH:12]=[CH:11][CH:10]=1)([CH2:5][OH:6])[CH2:3][OH:4], predict the reactants needed to synthesize it. The reactants are: [NH2:1][C:2]([CH3:7])([CH2:5][OH:6])[CH2:3][OH:4].[CH:8](=O)[C:9]1[CH:14]=[CH:13][CH:12]=[CH:11][CH:10]=1. (3) Given the product [Cl:29][C:25]1[CH:24]=[C:23]([CH:21]([OH:22])[CH2:20][NH:19][C:18]2[CH:17]=[CH:16][NH:15][C:14](=[O:30])[C:13]=2[C:11]2[NH:12][C:8]3[CH:7]=[C:6]([CH2:4][OH:3])[CH:32]=[C:31]([CH3:35])[C:9]=3[N:10]=2)[CH:28]=[CH:27][CH:26]=1, predict the reactants needed to synthesize it. The reactants are: C([O:3][C:4]([C:6]1[CH:32]=[CH:31][C:9]2[N:10]=[C:11]([C:13]3[C:14](=[O:30])[NH:15][CH:16]=[CH:17][C:18]=3[NH:19][CH2:20][CH:21]([C:23]3[CH:28]=[CH:27][CH:26]=[C:25]([Cl:29])[CH:24]=3)[OH:22])[NH:12][C:8]=2[CH:7]=1)=O)C.[BH4-].[Na+].[CH3:35]O. (4) Given the product [CH2:22]([C:2]1[CH:21]=[CH:20][C:5]2[O:6][C:7]3[CH:15]=[C:14]([O:16][CH3:17])[CH:13]=[C:12]([OH:18])[C:8]=3[C:9](=[O:11])[CH2:10][C:4]=2[CH:3]=1)[CH3:23], predict the reactants needed to synthesize it. The reactants are: Br[C:2]1[CH:21]=[CH:20][C:5]2[O:6][C:7]3[CH:15]=[C:14]([O:16][CH3:17])[CH:13]=[C:12]([O:18]C)[C:8]=3[C:9](=[O:11])[CH2:10][C:4]=2[CH:3]=1.[C:22]1(P(C2C=CC=CC=2)C2C=CC=CC=2)C=CC=C[CH:23]=1.C(N(C(C)C)CC)(C)C.C([Si](C)(C)C)#C. (5) Given the product [ClH:36].[F:35][C:2]([F:1])([F:34])[C:3]1[CH:4]=[C:5]([C:9]2[CH:10]=[CH:11][C:12]([C@@H:15]3[CH2:17][C@H:16]3[NH:18][CH2:19][CH2:20][N:21]3[CH2:25][CH2:24][C@H:23]([NH2:26])[CH2:22]3)=[CH:13][CH:14]=2)[CH:6]=[CH:7][CH:8]=1, predict the reactants needed to synthesize it. The reactants are: [F:1][C:2]([F:35])([F:34])[C:3]1[CH:4]=[C:5]([C:9]2[CH:14]=[CH:13][C:12]([C@@H:15]3[CH2:17][C@H:16]3[NH:18][CH2:19][CH2:20][N:21]3[CH2:25][CH2:24][C@H:23]([NH:26]C(=O)OC(C)(C)C)[CH2:22]3)=[CH:11][CH:10]=2)[CH:6]=[CH:7][CH:8]=1.[ClH:36]. (6) Given the product [CH3:52][O:53][C:54](=[O:58])[CH2:55][CH2:56][NH:57][C:3]([C:5]1[C:6]([OH:34])=[C:7]2[C:12](=[C:13]([C:15]3[N:16]=[CH:17][S:18][CH:19]=3)[N:14]=1)[N:11]([CH2:20][C:21]1[CH:26]=[CH:25][CH:24]=[CH:23][CH:22]=1)[C:10](=[O:27])[C:9]([C:28]1[CH:29]=[CH:30][CH:31]=[CH:32][CH:33]=1)=[CH:8]2)=[O:4], predict the reactants needed to synthesize it. The reactants are: CO[C:3]([C:5]1[C:6]([OH:34])=[C:7]2[C:12](=[C:13]([C:15]3[N:16]=[CH:17][S:18][CH:19]=3)[N:14]=1)[N:11]([CH2:20][C:21]1[CH:26]=[CH:25][CH:24]=[CH:23][CH:22]=1)[C:10](=[O:27])[C:9]([C:28]1[CH:33]=[CH:32][CH:31]=[CH:30][CH:29]=1)=[CH:8]2)=[O:4].[OH-].[Na+].C1C=CC2N(O)N=NC=2C=1.C(Cl)CCl.Cl.[CH3:52][O:53][C:54](=[O:58])[CH2:55][CH2:56][NH2:57].CCN(C(C)C)C(C)C. (7) Given the product [Cl:7][C:8]1[CH:9]=[C:10]([C:15]2[C:27]([O:28][CH3:29])=[CH:26][C:18]([C:19]([NH:21][S:22]([CH3:25])(=[O:23])=[O:24])=[O:20])=[C:17]([F:30])[CH:16]=2)[CH:11]=[N:12][C:13]=1[O:6][C@H:4]1[CH2:5][C@H:2]([CH3:1])[CH2:3]1, predict the reactants needed to synthesize it. The reactants are: [CH3:1][C@H:2]1[CH2:5][C@H:4]([OH:6])[CH2:3]1.[Cl:7][C:8]1[CH:9]=[C:10]([C:15]2[C:27]([O:28][CH3:29])=[CH:26][C:18]([C:19]([NH:21][S:22]([CH3:25])(=[O:24])=[O:23])=[O:20])=[C:17]([F:30])[CH:16]=2)[CH:11]=[N:12][C:13]=1F.C(=O)([O-])[O-].[Cs+].[Cs+]. (8) Given the product [NH2:30][C:28]1[N:27]=[CH:26][N:25]=[C:24]2[N:23]([CH:13]([C:11]3[C:10]([O:16][CH2:17][CH3:18])=[C:4]([C:3]([CH3:19])=[C:2]([Cl:1])[CH:12]=3)[C:5]([NH:7][CH2:8][CH3:9])=[O:6])[CH3:14])[N:22]=[C:21]([I:20])[C:29]=12, predict the reactants needed to synthesize it. The reactants are: [Cl:1][C:2]1[C:3]([CH3:19])=[C:4]([C:10]([O:16][CH2:17][CH3:18])=[C:11]([CH:13](Cl)[CH3:14])[CH:12]=1)[C:5]([NH:7][CH2:8][CH3:9])=[O:6].[I:20][C:21]1[C:29]2[C:24](=[N:25][CH:26]=[N:27][C:28]=2[NH2:30])[NH:23][N:22]=1.C(=O)([O-])[O-].[Cs+].[Cs+].[I-].[K+].